The task is: Regression. Given a peptide amino acid sequence and an MHC pseudo amino acid sequence, predict their binding affinity value. This is MHC class I binding data.. This data is from Peptide-MHC class I binding affinity with 185,985 pairs from IEDB/IMGT. (1) The peptide sequence is ISIPGDGKF. The MHC is HLA-B15:17 with pseudo-sequence HLA-B15:17. The binding affinity (normalized) is 0.907. (2) The peptide sequence is SPGDNSAKF. The MHC is HLA-A02:03 with pseudo-sequence HLA-A02:03. The binding affinity (normalized) is 0.0847. (3) The MHC is HLA-B57:02 with pseudo-sequence YYAMYGENMASTYENIAYIVYNYYTWAVRAYLWY. The binding affinity (normalized) is 0.834. The peptide sequence is KAAVDLSHF. (4) The peptide sequence is LMARRARSL. The MHC is HLA-B18:01 with pseudo-sequence HLA-B18:01. The binding affinity (normalized) is 0.213. (5) The peptide sequence is YSPSNHHIL. The MHC is H-2-Kb with pseudo-sequence H-2-Kb. The binding affinity (normalized) is 0.285. (6) The MHC is HLA-B15:01 with pseudo-sequence HLA-B15:01. The peptide sequence is PLRPMTYR. The binding affinity (normalized) is 0. (7) The peptide sequence is QQQGQTVTK. The MHC is HLA-A31:01 with pseudo-sequence HLA-A31:01. The binding affinity (normalized) is 0.259. (8) The peptide sequence is LNWFEIWIV. The MHC is HLA-B15:01 with pseudo-sequence HLA-B15:01. The binding affinity (normalized) is 0.0847. (9) The peptide sequence is ASKKDKLTVY. The MHC is HLA-A11:01 with pseudo-sequence HLA-A11:01. The binding affinity (normalized) is 0.343. (10) The peptide sequence is SIFPANINDK. The MHC is HLA-A33:01 with pseudo-sequence HLA-A33:01. The binding affinity (normalized) is 0.00775.